Task: Regression. Given a peptide amino acid sequence and an MHC pseudo amino acid sequence, predict their binding affinity value. This is MHC class I binding data.. Dataset: Peptide-MHC class I binding affinity with 185,985 pairs from IEDB/IMGT (1) The peptide sequence is IISDLSIFI. The MHC is HLA-A02:03 with pseudo-sequence HLA-A02:03. The binding affinity (normalized) is 1.00. (2) The peptide sequence is ALGPFQSFV. The MHC is H-2-Db with pseudo-sequence H-2-Db. The binding affinity (normalized) is 0. (3) The peptide sequence is FMYSTVATI. The MHC is HLA-A02:03 with pseudo-sequence HLA-A02:03. The binding affinity (normalized) is 1.00. (4) The peptide sequence is YMTLQAVTF. The MHC is HLA-A03:01 with pseudo-sequence HLA-A03:01. The binding affinity (normalized) is 0.0847. (5) The peptide sequence is LLVTLAILTA. The MHC is HLA-A02:02 with pseudo-sequence HLA-A02:02. The binding affinity (normalized) is 0.863. (6) The peptide sequence is NGKKKYMLKHV. The MHC is Mamu-A02 with pseudo-sequence Mamu-A02. The binding affinity (normalized) is 0.